From a dataset of Forward reaction prediction with 1.9M reactions from USPTO patents (1976-2016). Predict the product of the given reaction. (1) The product is: [Cl:26][C:27]1[CH:32]=[C:31]([Cl:33])[CH:30]=[CH:29][C:28]=1[NH:34][C:21]([C:19]1[N:20]=[C:16]([CH2:15][O:14][C:13]2[CH:12]=[CH:11][C:10]([CH2:9][CH2:8][CH2:7][CH2:6][N:1]3[CH:5]=[CH:4][N:3]=[N:2]3)=[CH:25][CH:24]=2)[O:17][CH:18]=1)=[O:23]. Given the reactants [N:1]1([CH2:6][CH2:7][CH2:8][CH2:9][C:10]2[CH:25]=[CH:24][C:13]([O:14][CH2:15][C:16]3[O:17][CH:18]=[C:19]([C:21]([OH:23])=O)[N:20]=3)=[CH:12][CH:11]=2)[CH:5]=[CH:4][N:3]=[N:2]1.[Cl:26][C:27]1[CH:32]=[C:31]([Cl:33])[CH:30]=[CH:29][C:28]=1[NH2:34], predict the reaction product. (2) Given the reactants N(C(OCC)=O)=NC(OCC)=O.[CH3:13][C:14]1[CH:15]=[CH:16][C:17]2[N:18]([CH3:35])[C:19](=[O:34])[C:20]3[CH:30]=[C:29]([CH2:31][CH2:32][OH:33])[CH:28]=[N:27][C:21]=3[N:22]([CH2:25][CH3:26])[C:23]=2[N:24]=1.O[C:37]1[C:46]2[C:41](=[CH:42][CH:43]=[CH:44][CH:45]=2)[N:40]=[CH:39][CH:38]=1.C1C=CC(P(C2C=CC=CC=2)C2C=CC=CC=2)=CC=1, predict the reaction product. The product is: [CH3:13][C:14]1[CH:15]=[CH:16][C:17]2[N:18]([CH3:35])[C:19](=[O:34])[C:20]3[CH:30]=[C:29]([CH2:31][CH2:32][O:33][C:37]4[C:46]5[C:41](=[CH:42][CH:43]=[CH:44][CH:45]=5)[N:40]=[CH:39][CH:38]=4)[CH:28]=[N:27][C:21]=3[N:22]([CH2:25][CH3:26])[C:23]=2[N:24]=1. (3) The product is: [Cl:1][C:2]1[C:7]2[O:8][C:9]3[CH2:14][CH2:13][NH:12][CH2:11][C:10]=3[C:6]=2[CH:5]=[C:4]([C:22]([C:24]2[CH:29]=[CH:28][CH:27]=[CH:26][CH:25]=2)=[CH2:23])[CH:3]=1. Given the reactants [Cl:1][C:2]1[C:7]2[O:8][C:9]3[CH2:14][CH2:13][N:12](C(OC(C)(C)C)=O)[CH2:11][C:10]=3[C:6]=2[CH:5]=[C:4]([C:22](O)([C:24]2[CH:29]=[CH:28][CH:27]=[CH:26][CH:25]=2)[CH3:23])[CH:3]=1.FC(F)(F)C(O)=O, predict the reaction product. (4) Given the reactants [C:1]1([C:7]2[CH:8]=[N:9][N:10]([CH:12]3[CH2:17][CH2:16][CH2:15][CH2:14][O:13]3)[CH:11]=2)[CH2:6][CH2:5][CH2:4][CH2:3][CH:2]=1.B.C1C[O:22]CC1.B1([O-])OO1.O.O.O.O.[Na+].S([O-])([O-])(=O)=S.[Na+].[Na+], predict the reaction product. The product is: [O:13]1[CH2:14][CH2:15][CH2:16][CH2:17][CH:12]1[N:10]1[CH:11]=[C:7]([C@H:1]2[CH2:6][CH2:5][CH2:4][CH2:3][C@@H:2]2[OH:22])[CH:8]=[N:9]1. (5) The product is: [CH:20]1([N:23]=[C:14]([C:12]2[CH:11]=[C:10]([O:17][CH3:18])[N:9]=[C:8]([CH2:7][CH2:6][CH2:5][NH:4][C:3](=[O:19])[O:2][CH3:1])[CH:13]=2)[CH3:15])[CH2:22][CH2:21]1. Given the reactants [CH3:1][O:2][C:3](=[O:19])[NH:4][CH2:5][CH2:6][CH2:7][C:8]1[CH:13]=[C:12]([C:14](=O)[CH3:15])[CH:11]=[C:10]([O:17][CH3:18])[N:9]=1.[CH:20]1([NH2:23])[CH2:22][CH2:21]1.C(O)(=O)C, predict the reaction product. (6) Given the reactants Br[C:2]1[C:10]2[C:5](=[N:6][C:7]([S:11][CH3:12])=[N:8][CH:9]=2)[NH:4][N:3]=1.[C:13]1(B(O)O)[CH:18]=[CH:17][CH:16]=[CH:15][CH:14]=1.P(=O)([O-])[O-].[K+].[K+].O1CCOCC1, predict the reaction product. The product is: [CH3:12][S:11][C:7]1[N:6]=[C:5]2[NH:4][N:3]=[C:2]([C:13]3[CH:18]=[CH:17][CH:16]=[CH:15][CH:14]=3)[C:10]2=[CH:9][N:8]=1.